From a dataset of CYP2D6 inhibition data for predicting drug metabolism from PubChem BioAssay. Regression/Classification. Given a drug SMILES string, predict its absorption, distribution, metabolism, or excretion properties. Task type varies by dataset: regression for continuous measurements (e.g., permeability, clearance, half-life) or binary classification for categorical outcomes (e.g., BBB penetration, CYP inhibition). Dataset: cyp2d6_veith. The molecule is COc1cc(C(=O)Nc2cc(C(F)(F)F)ccc2Cl)cc(OC)c1OC. The result is 0 (non-inhibitor).